Dataset: Forward reaction prediction with 1.9M reactions from USPTO patents (1976-2016). Task: Predict the product of the given reaction. (1) Given the reactants Cl[CH2:2][CH2:3][C:4]([N:6]([C:9]1[C:10]([Cl:20])=[N:11][N:12]([C:14]2[CH:15]=[N:16][CH:17]=[CH:18][CH:19]=2)[CH:13]=1)[CH2:7][CH3:8])=[O:5].[I-:21].[Na+], predict the reaction product. The product is: [Cl:20][C:10]1[C:9]([N:6]([CH2:7][CH3:8])[C:4](=[O:5])[CH2:3][CH2:2][I:21])=[CH:13][N:12]([C:14]2[CH:15]=[N:16][CH:17]=[CH:18][CH:19]=2)[N:11]=1. (2) Given the reactants [C:1]([OH:7])([C:3]([F:6])([F:5])[F:4])=[O:2].[Br:8][C:9]1[CH:34]=[N:33][C:12]2[N:13]=[C:14]([NH:20][CH2:21][CH:22]3[CH2:25][N:24](C(OC(C)(C)C)=O)[CH2:23]3)[C:15]3[N:16]([CH:17]=[N:18][N:19]=3)[C:11]=2[CH:10]=1, predict the reaction product. The product is: [F:4][C:3]([F:6])([F:5])[C:1]([OH:7])=[O:2].[NH:24]1[CH2:25][CH:22]([CH2:21][NH:20][C:14]2[C:15]3[N:16]([CH:17]=[N:18][N:19]=3)[C:11]3[CH:10]=[C:9]([Br:8])[CH:34]=[N:33][C:12]=3[N:13]=2)[CH2:23]1. (3) Given the reactants Br[C:2]1[CH:7]=[CH:6][CH:5]=[CH:4][CH:3]=1.[Li][CH2:9][CH2:10][CH2:11][CH3:12].[Br:13][C:14]1[CH:27]=[CH:26][C:25]2[C:24](=[O:28])[C:23]3[CH:22]=[C:21]4[C:29]5[C:34]([C:35]([CH3:37])([CH3:36])[C:20]4=[CH:19][C:18]=3[C:17](=[O:38])[C:16]=2[CH:15]=1)=[CH:33][CH:32]=[CH:31][CH:30]=5.[CH2:39]1COC[CH2:40]1, predict the reaction product. The product is: [Br:13][C:14]1[CH:27]=[CH:26][C:25]2[C:24]([C:2]3[CH:7]=[CH:6][CH:5]=[CH:4][CH:3]=3)([OH:28])[C:23]3[CH:22]=[C:21]4[C:29]5[C:34]([C:35]([CH3:36])([CH3:37])[C:20]4=[CH:19][C:18]=3[C:17]([C:9]3[CH:40]=[CH:39][CH:12]=[CH:11][CH:10]=3)([OH:38])[C:16]=2[CH:15]=1)=[CH:33][CH:32]=[CH:31][CH:30]=5. (4) Given the reactants [CH3:1][C:2]1[S:3][CH:4]=[C:5](Br)[CH:6]=1.[Li]CCCC.CCCCCC.C1C=CC(P(C2C=CC=CC=2)C2C=CC=CC=2)=CC=1.Br[C:39]1[CH:48]=[CH:47][C:46]2[C:41](=[C:42]([Br:49])[CH:43]=[CH:44][CH:45]=2)[N:40]=1.[NH4+].[Cl-], predict the reaction product. The product is: [Br:49][C:42]1[CH:43]=[CH:44][CH:45]=[C:46]2[C:41]=1[N:40]=[C:39]([C:5]1[CH:6]=[C:2]([CH3:1])[S:3][CH:4]=1)[CH:48]=[CH:47]2. (5) Given the reactants Cl[C:2]1[N:7]=[C:6]([N:8]([C:10]2[CH:15]=[CH:14][CH:13]=[C:12]([Cl:16])[N:11]=2)[CH3:9])[CH:5]=[CH:4][N:3]=1.[N:17]1([C:23]2[CH:24]=[C:25]([CH:27]=[C:28]([N:30]3[CH2:35][CH2:34][O:33][CH2:32][CH2:31]3)[CH:29]=2)[NH2:26])[CH2:22][CH2:21][O:20][CH2:19][CH2:18]1.Cl, predict the reaction product. The product is: [Cl:16][C:12]1[N:11]=[C:10]([N:8]([CH3:9])[C:6]2[CH:5]=[CH:4][N:3]=[C:2]([NH:26][C:25]3[CH:24]=[C:23]([N:17]4[CH2:22][CH2:21][O:20][CH2:19][CH2:18]4)[CH:29]=[C:28]([N:30]4[CH2:35][CH2:34][O:33][CH2:32][CH2:31]4)[CH:27]=3)[N:7]=2)[CH:15]=[CH:14][CH:13]=1.